From a dataset of Catalyst prediction with 721,799 reactions and 888 catalyst types from USPTO. Predict which catalyst facilitates the given reaction. (1) Reactant: [CH3:1][O:2][C:3]([C:5]1[CH:10]=[C:9]([NH2:11])[N:8]=[C:7]([C:12]2[CH:17]=[CH:16][C:15]([Cl:18])=[C:14]([O:19][CH3:20])[C:13]=2[F:21])[N:6]=1)=[O:4].[Br:22]N1C(=O)CCC1=O. Product: [CH3:1][O:2][C:3]([C:5]1[C:10]([Br:22])=[C:9]([NH2:11])[N:8]=[C:7]([C:12]2[CH:17]=[CH:16][C:15]([Cl:18])=[C:14]([O:19][CH3:20])[C:13]=2[F:21])[N:6]=1)=[O:4]. The catalyst class is: 22. (2) Reactant: [CH2:1]([N:8]1[CH2:13][C:12]([CH3:15])([CH3:14])[O:11][C:10](=[O:16])[CH:9]1[CH2:17][C:18]([O:20]C(C)(C)C)=[O:19])[C:2]1[CH:7]=[CH:6][CH:5]=[CH:4][CH:3]=1.FC(F)(F)C(O)=O. Product: [CH2:1]([N:8]1[CH2:13][C:12]([CH3:15])([CH3:14])[O:11][C:10](=[O:16])[CH:9]1[CH2:17][C:18]([OH:20])=[O:19])[C:2]1[CH:7]=[CH:6][CH:5]=[CH:4][CH:3]=1. The catalyst class is: 4. (3) Product: [I-:35].[C:1]([C:3]1[CH:4]=[CH:5][C:6]([CH2:9][C:10]([NH:12][CH:13]2[CH2:14][CH2:15][N+:16]([CH2:19][CH2:20][CH:21]([C:22]3[CH:23]=[CH:24][CH:25]=[CH:26][CH:27]=3)[C:28]3[CH:29]=[CH:30][CH:31]=[CH:32][CH:33]=3)([CH3:34])[CH2:17][CH2:18]2)=[O:11])=[CH:7][CH:8]=1)#[N:2]. Reactant: [C:1]([C:3]1[CH:8]=[CH:7][C:6]([CH2:9][C:10]([NH:12][CH:13]2[CH2:18][CH2:17][N:16]([CH2:19][CH2:20][CH:21]([C:28]3[CH:33]=[CH:32][CH:31]=[CH:30][CH:29]=3)[C:22]3[CH:27]=[CH:26][CH:25]=[CH:24][CH:23]=3)[CH2:15][CH2:14]2)=[O:11])=[CH:5][CH:4]=1)#[N:2].[CH3:34][I:35]. The catalyst class is: 2.